This data is from Full USPTO retrosynthesis dataset with 1.9M reactions from patents (1976-2016). The task is: Predict the reactants needed to synthesize the given product. (1) Given the product [Br:24][C:25]1[CH:26]=[N:27][C:28]([Cl:34])=[C:29]([CH:33]=1)[C:30]([NH:11][C:9]1[CH:10]=[CH:2][C:1]([Cl:4])=[CH:7][CH:8]=1)=[O:32], predict the reactants needed to synthesize it. The reactants are: [CH2:1]([Cl:4])[CH2:2]Cl.C1C=[CH:7][C:8]2N(O)N=[N:11][C:9]=2[CH:10]=1.CCN(C(C)C)C(C)C.[Br:24][C:25]1[CH:26]=[N:27][C:28]([Cl:34])=[C:29]([CH:33]=1)[C:30]([OH:32])=O. (2) The reactants are: ClC1C=C(C2C=C(C(N3CCNC(=O)C3)=O)O[C:12]=2[C:13]2[CH:18]=[CH:17][CH:16]=[C:15]([CH3:19])[CH:14]=2)C=CC=1.Br[C:30]1[CH:31]=[C:32]([C:42]([N:44]2[CH2:49][CH2:48][NH:47][C:46](=[O:50])[CH2:45]2)=[O:43])[O:33][C:34]=1[C:35]1[CH:40]=[CH:39][CH:38]=[C:37]([Cl:41])[CH:36]=1. Given the product [Cl:41][C:37]1[CH:36]=[C:35]([C:34]2[O:33][C:32]([C:42]([N:44]3[CH2:49][CH2:48][NH:47][C:46](=[O:50])[CH2:45]3)=[O:43])=[CH:31][C:30]=2[C:17]2[CH:16]=[C:15]([CH3:19])[CH:14]=[C:13]([CH3:12])[CH:18]=2)[CH:40]=[CH:39][CH:38]=1, predict the reactants needed to synthesize it. (3) Given the product [C:22]1([CH:32]([NH:34][C:14]([C:11]2[CH:10]=[CH:9][C:6]3[O:7][CH2:8][C:3]([CH2:2][OH:1])([CH3:17])[O:4][C:5]=3[CH:12]=2)=[O:16])[CH3:33])[C:31]2[C:26](=[CH:27][CH:28]=[CH:29][CH:30]=2)[CH:25]=[CH:24][CH:23]=1, predict the reactants needed to synthesize it. The reactants are: [OH:1][CH2:2][CH:3]1[CH2:8][O:7][C:6]2[CH:9]=[CH:10][C:11]([C:14]([OH:16])=O)=[C:12](C)[C:5]=2[O:4]1.[CH2:17]1COCC1.[C:22]1([C@H:32]([NH2:34])[CH3:33])[C:31]2[C:26](=[CH:27][CH:28]=[CH:29][CH:30]=2)[CH:25]=[CH:24][CH:23]=1.Cl.CN(C)CCCN=C=NCC.